From a dataset of Peptide-MHC class I binding affinity with 185,985 pairs from IEDB/IMGT. Regression. Given a peptide amino acid sequence and an MHC pseudo amino acid sequence, predict their binding affinity value. This is MHC class I binding data. (1) The peptide sequence is KIQLFSDFTI. The MHC is HLA-A02:02 with pseudo-sequence HLA-A02:02. The binding affinity (normalized) is 0. (2) The peptide sequence is ALDGVLSTFV. The MHC is HLA-A68:02 with pseudo-sequence HLA-A68:02. The binding affinity (normalized) is 0.209.